From a dataset of Catalyst prediction with 721,799 reactions and 888 catalyst types from USPTO. Predict which catalyst facilitates the given reaction. (1) Reactant: [NH2:1][C:2]1([C:11]([OH:13])=[O:12])[CH2:10][C:9]2[C:4](=[CH:5][CH:6]=[CH:7][CH:8]=2)[CH2:3]1.[OH-].[Na+].Cl[C:17]([O:19][CH3:20])=[O:18]. Product: [CH3:20][O:19][C:17]([NH:1][C:2]1([C:11]([OH:13])=[O:12])[CH2:3][C:4]2[C:9](=[CH:8][CH:7]=[CH:6][CH:5]=2)[CH2:10]1)=[O:18]. The catalyst class is: 473. (2) Reactant: [CH:1]([Mg]Br)([CH3:3])[CH3:2].[CH:6]([N:19]1[CH2:22][C:21](=[O:23])[CH2:20]1)([C:13]1[CH:18]=[CH:17][CH:16]=[CH:15][CH:14]=1)[C:7]1[CH:12]=[CH:11][CH:10]=[CH:9][CH:8]=1.C([O-])(O)=O.[Na+]. Product: [CH:6]([N:19]1[CH2:22][C:21]([CH:1]([CH3:3])[CH3:2])([OH:23])[CH2:20]1)([C:13]1[CH:18]=[CH:17][CH:16]=[CH:15][CH:14]=1)[C:7]1[CH:8]=[CH:9][CH:10]=[CH:11][CH:12]=1. The catalyst class is: 1.